Dataset: hERG Central: cardiac toxicity at 1µM, 10µM, and general inhibition. Task: Predict hERG channel inhibition at various concentrations. (1) Results: hERG_inhib (hERG inhibition (general)): blocker. The compound is CC(C)C(=O)N1CCN(c2ccccc2NC(=O)c2cccc(Cl)c2)CC1. (2) The compound is CCN(CC)S(=O)(=O)c1ccc(Oc2ccccc2OC)cc1. Results: hERG_inhib (hERG inhibition (general)): blocker. (3) The compound is O=C(Nc1ccncc1)C1CCN(S(=O)(=O)c2ccc(Cl)c(C(F)(F)F)c2)CC1. Results: hERG_inhib (hERG inhibition (general)): blocker. (4) The compound is COc1ccc(CN2CCN(Cc3cn(C)nc3-c3ccccc3)CC2CCO)c(C)c1C. Results: hERG_inhib (hERG inhibition (general)): blocker. (5) The drug is O=C(CSc1nnc(-c2cccnc2)n1-c1ccccc1)Nc1ccccc1. Results: hERG_inhib (hERG inhibition (general)): blocker. (6) The molecule is O=C1CN(C(=O)CN2CCCCC2)C(c2ccccc2)c2cc(Br)ccc2N1. Results: hERG_inhib (hERG inhibition (general)): blocker. (7) The compound is CSc1ccc(CN2CCN(C(=O)c3ccc([N+](=O)[O-])cc3)CC2)cc1.O=C(O)C(=O)O. Results: hERG_inhib (hERG inhibition (general)): blocker. (8) The compound is CCN(CC)CCCN=Cc1c(O)n(-c2ccccc2C)c(=O)c2ccccc12. Results: hERG_inhib (hERG inhibition (general)): blocker. (9) The drug is COc1cc(C(=O)N2CCC(n3cnc4cc(F)ccc43)CC2)cc(OC)c1OC. Results: hERG_inhib (hERG inhibition (general)): blocker. (10) The drug is CN1CCN(Cc2nnc3n2-c2ccc(Cl)cc2C(c2ccccc2)=NC3)CC1.O=CO. Results: hERG_inhib (hERG inhibition (general)): blocker.